This data is from Forward reaction prediction with 1.9M reactions from USPTO patents (1976-2016). The task is: Predict the product of the given reaction. The product is: [F:13][C:14]1[CH:19]=[C:18]([C:5]2[C:6]3[S:10][C:9]([CH3:11])=[N:8][C:7]=3[C:2]([NH:23][C:24]3[CH:29]=[CH:28][C:27]([CH3:30])=[CH:26][N:25]=3)=[N:3][CH:4]=2)[CH:17]=[N:16][CH:15]=1. Given the reactants Cl[C:2]1[C:7]2[N:8]=[C:9]([CH3:11])[S:10][C:6]=2[C:5](I)=[CH:4][N:3]=1.[F:13][C:14]1[CH:15]=[N:16][CH:17]=[C:18](B(O)O)[CH:19]=1.[NH2:23][C:24]1[CH:29]=[CH:28][C:27]([CH3:30])=[CH:26][N:25]=1, predict the reaction product.